This data is from M1 muscarinic receptor antagonist screen with 61,756 compounds. The task is: Binary Classification. Given a drug SMILES string, predict its activity (active/inactive) in a high-throughput screening assay against a specified biological target. (1) The drug is S(=O)(=O)(N1CCCCC1)c1ccc(NC2N(Cc3ccccc3)C(=O)c3c2nccc3)cc1. The result is 0 (inactive). (2) The compound is S(CC(=O)N1C(C=C(c2c1ccc(OC)c2)C)(C)C)c1oc(nn1)c1ccc(cc1)C. The result is 0 (inactive). (3) The drug is Fc1c(C(=O)N2CCN(CC2)c2cc(ccc2)C(F)(F)F)c(F)c(F)c(F)c1F. The result is 0 (inactive). (4) The molecule is s1c(/C=N\c2n(CCN3CCOCC3)c3c(n2)cccc3)ccc1. The result is 0 (inactive). (5) The molecule is s1c(CN(Cc2n(nnn2)C(C)(C)C)Cc2c3n(nnn3)c3c(c2)ccc(c3)C)ccc1. The result is 0 (inactive).